This data is from Full USPTO retrosynthesis dataset with 1.9M reactions from patents (1976-2016). The task is: Predict the reactants needed to synthesize the given product. (1) Given the product [Br:19][C:16]1[CH:17]=[CH:18][C:13]([O:1][CH2:2][CH2:3][N:4]2[CH2:8][CH2:7][CH2:6][C:5]2=[O:9])=[N:14][CH:15]=1, predict the reactants needed to synthesize it. The reactants are: [OH:1][CH2:2][CH2:3][N:4]1[CH2:8][CH2:7][CH2:6][C:5]1=[O:9].[H-].[Na+].Br[C:13]1[CH:18]=[CH:17][C:16]([Br:19])=[CH:15][N:14]=1.[OH-].[Na+]. (2) Given the product [Cl:23][C:16]1[CH:15]=[C:14]2[C:19]([C:11]([CH2:10][CH2:9][NH:8][C:6](=[O:7])[O:5][C:1]([CH3:3])([CH3:4])[CH3:2])=[C:12]([C:24](=[O:26])[NH:34][CH3:32])[NH:13]2)=[C:18]2[CH2:20][CH2:21][O:22][C:17]=12, predict the reactants needed to synthesize it. The reactants are: [C:1]([O:5][C:6]([NH:8][CH2:9][CH2:10][C:11]1[C:19]2[C:14](=[CH:15][C:16]([Cl:23])=[C:17]3[O:22][CH2:21][CH2:20][C:18]3=2)[NH:13][C:12]=1[C:24]([OH:26])=O)=[O:7])([CH3:4])([CH3:3])[CH3:2].C(O[C:32]([NH:34]CCC1C2C(Cl)=C3OCCC3=CC=2NC=1C(O)=O)=O)(C)(C)C.C(N(C(C)C)CC)(C)C.Cl.CN.F[P-](F)(F)(F)(F)F.N1(OC(N(C)C)=[N+](C)C)C2N=CC=CC=2N=N1. (3) Given the product [C:18]([C:22]1[N:26]2[CH2:27][CH2:28][CH:29]([C:31]3[O:9][N:8]=[C:6]([C:5]4[CH:4]=[CH:3][C:2]([CH3:1])=[CH:11][CH:10]=4)[N:7]=3)[CH2:30][C:25]2=[N:24][N:23]=1)([CH3:21])([CH3:19])[CH3:20], predict the reactants needed to synthesize it. The reactants are: [CH3:1][C:2]1[CH:11]=[CH:10][C:5]([C:6](=[N:8][OH:9])[NH2:7])=[CH:4][CH:3]=1.CC(C)([O-])C.[K+].[C:18]([C:22]1[N:26]2[CH2:27][CH2:28][CH:29]([C:31](OCC)=O)[CH2:30][C:25]2=[N:24][N:23]=1)([CH3:21])([CH3:20])[CH3:19].C(=O)(O)[O-].[Na+]. (4) Given the product [NH2:16][C:17]1[CH:25]=[CH:24][C:20]([C:21]([N:6]2[CH2:5][CH2:4][N:3]([C:8]([O:10][C:11]([CH3:14])([CH3:13])[CH3:12])=[O:9])[C:2]([CH3:15])([CH3:1])[CH2:7]2)=[O:22])=[CH:19][C:18]=1[F:26], predict the reactants needed to synthesize it. The reactants are: [CH3:1][C:2]1([CH3:15])[CH2:7][NH:6][CH2:5][CH2:4][N:3]1[C:8]([O:10][C:11]([CH3:14])([CH3:13])[CH3:12])=[O:9].[NH2:16][C:17]1[CH:25]=[CH:24][C:20]([C:21](O)=[O:22])=[CH:19][C:18]=1[F:26].C(N(CC)CC)C.CCCP1(OP(CCC)(=O)OP(CCC)(=O)O1)=O. (5) Given the product [Si:3]([O:10][C@H:11]1[CH2:15][CH2:14][N:13]([CH2:18][C:19]2[CH:24]=[CH:23][C:22]([CH:25]([F:27])[F:26])=[CH:21][CH:20]=2)[C:12]1=[O:16])([C:6]([CH3:9])([CH3:8])[CH3:7])([CH3:5])[CH3:4], predict the reactants needed to synthesize it. The reactants are: [H-].[Na+].[Si:3]([O:10][C@H:11]1[CH2:15][CH2:14][NH:13][C:12]1=[O:16])([C:6]([CH3:9])([CH3:8])[CH3:7])([CH3:5])[CH3:4].Br[CH2:18][C:19]1[CH:24]=[CH:23][C:22]([CH:25]([F:27])[F:26])=[CH:21][CH:20]=1. (6) The reactants are: Br[CH2:2][C:3]1[N:8]=[CH:7][C:6]([C:9]#[N:10])=[CH:5][CH:4]=1.C(=O)([O-])[O-].[K+].[K+].[CH3:17][O:18][CH:19]([O:27][CH3:28])[C:20]1[CH:25]=[CH:24][N:23]=[CH:22][C:21]=1[OH:26]. Given the product [CH3:28][O:27][CH:19]([O:18][CH3:17])[C:20]1[CH:25]=[CH:24][N:23]=[CH:22][C:21]=1[O:26][CH2:2][C:3]1[N:8]=[CH:7][C:6]([C:9]#[N:10])=[CH:5][CH:4]=1, predict the reactants needed to synthesize it. (7) Given the product [C:29]([O:33][C:34]([N:36]1[CH2:41][CH2:40][CH:39]([CH2:42][CH2:43][NH:44][C:19](=[O:20])[C:18]2[CH:17]=[CH:16][C:15]([S:12](=[O:13])(=[O:14])[NH:11][C:6]3[CH:7]=[CH:8][CH:9]=[CH:10][C:5]=3[O:4][C:3]3[CH:24]=[CH:25][C:26]([Cl:28])=[CH:27][C:2]=3[Cl:1])=[CH:23][CH:22]=2)[CH2:38][CH2:37]1)=[O:35])([CH3:32])([CH3:31])[CH3:30], predict the reactants needed to synthesize it. The reactants are: [Cl:1][C:2]1[CH:27]=[C:26]([Cl:28])[CH:25]=[CH:24][C:3]=1[O:4][C:5]1[CH:10]=[CH:9][CH:8]=[CH:7][C:6]=1[NH:11][S:12]([C:15]1[CH:23]=[CH:22][C:18]([C:19](O)=[O:20])=[CH:17][CH:16]=1)(=[O:14])=[O:13].[C:29]([O:33][C:34]([N:36]1[CH2:41][CH2:40][CH:39]([CH2:42][CH2:43][NH2:44])[CH2:38][CH2:37]1)=[O:35])([CH3:32])([CH3:31])[CH3:30].